Task: Predict the product of the given reaction.. Dataset: Forward reaction prediction with 1.9M reactions from USPTO patents (1976-2016) (1) Given the reactants CN(C(ON1N=N[C:11]2[CH:12]=[CH:13][CH:14]=[N:15][C:10]1=2)=[N+](C)C)C.F[P-](F)(F)(F)(F)F.O1CCC[CH2:27][CH:26]1ON.CN1CC[O:37]CC1.Cl, predict the reaction product. The product is: [C:14]([NH2:15])(=[O:37])[C:13]1[CH:27]=[CH:26][CH:10]=[CH:11][CH:12]=1. (2) Given the reactants [F:1][C:2]([F:46])([F:45])[C:3]1[CH:4]=[C:5]([CH:38]=[C:39]([C:41]([F:44])([F:43])[F:42])[CH:40]=1)[CH2:6][N:7]([CH2:14][C:15]1[CH:20]=[C:19]([C:21]([F:24])([F:23])[F:22])[CH:18]=[CH:17][C:16]=1[C:25]1[C:30]([O:31][CH3:32])=[CH:29][CH:28]=[C:27]([CH2:33][CH2:34][C:35](O)=[O:36])[CH:26]=1)[C:8]1[N:9]=[N:10][N:11]([CH3:13])[N:12]=1, predict the reaction product. The product is: [F:44][C:41]([F:42])([F:43])[C:39]1[CH:38]=[C:5]([CH:4]=[C:3]([C:2]([F:1])([F:45])[F:46])[CH:40]=1)[CH2:6][N:7]([CH2:14][C:15]1[CH:20]=[C:19]([C:21]([F:22])([F:23])[F:24])[CH:18]=[CH:17][C:16]=1[C:25]1[C:30]([O:31][CH3:32])=[CH:29][CH:28]=[C:27]([CH2:33][CH2:34][CH2:35][OH:36])[CH:26]=1)[C:8]1[N:9]=[N:10][N:11]([CH3:13])[N:12]=1. (3) Given the reactants [CH2:1]([O:4][C@@H:5]1[C@:9]([Si:11]([C:24]([CH3:27])([CH3:26])[CH3:25])([C:18]2[CH:23]=[CH:22][CH:21]=[CH:20][CH:19]=2)[C:12]2[CH:17]=[CH:16][CH:15]=[CH:14][CH:13]=2)([OH:10])[C@@H:8]([CH:28]([Si:30]([C:43]([CH3:46])([CH3:45])[CH3:44])([C:37]2[CH:42]=[CH:41][CH:40]=[CH:39][CH:38]=2)[C:31]2[CH:36]=[CH:35][CH:34]=[CH:33][CH:32]=2)[OH:29])[O:7][C@H:6]1[N:47]1[C:57]2[N:56]=[C:54]([NH2:55])[NH:53][C:51](=[O:52])[C:50]=2[N:49]=[CH:48]1)[CH:2]=C.C[N+]1([O-])CC[O:62]CC1.C([BH3-])#N.[Na+].C(=O)(O)[O-].[Na+], predict the reaction product. The product is: [OH:62][CH2:2][CH2:1][O:4][C@@H:5]1[C@:9]([Si:11]([C:24]([CH3:27])([CH3:26])[CH3:25])([C:12]2[CH:17]=[CH:16][CH:15]=[CH:14][CH:13]=2)[C:18]2[CH:19]=[CH:20][CH:21]=[CH:22][CH:23]=2)([OH:10])[C@@H:8]([CH:28]([Si:30]([C:43]([CH3:46])([CH3:44])[CH3:45])([C:31]2[CH:36]=[CH:35][CH:34]=[CH:33][CH:32]=2)[C:37]2[CH:42]=[CH:41][CH:40]=[CH:39][CH:38]=2)[OH:29])[O:7][C@H:6]1[N:47]1[C:57]2[N:56]=[C:54]([NH2:55])[NH:53][C:51](=[O:52])[C:50]=2[N:49]=[CH:48]1. (4) Given the reactants [NH2:1][C:2]1([C:7]([OH:9])=O)[CH2:6][CH2:5][CH2:4][CH2:3]1.OC[C:12]1(N)[CH2:16][CH2:15][CH2:14]C1.OCCN.C1(=O)CCC1, predict the reaction product. The product is: [CH2:14]1[C:15]2([O:9][CH2:7][C:2]3([CH2:3][CH2:4][CH2:5][CH2:6]3)[NH:1]2)[CH2:16][CH2:12]1. (5) Given the reactants [NH2:1][C:2]1[C:7]2[N:8]=[C:9]([S:25][C:26]3[C:34]([I:35])=[CH:33][C:29]4[O:30][CH2:31][O:32][C:28]=4[CH:27]=3)[N:10]([CH2:11][CH2:12][CH2:13][N:14]3C(=O)C4C(=CC=CC=4)C3=O)[C:6]=2[CH:5]=[CH:4][N:3]=1.NCCN1C2C=CN=C(N)C=2N=C1SC1C(I)=CC2OCOC=2C=1, predict the reaction product. The product is: [NH2:14][CH2:13][CH2:12][CH2:11][N:10]1[C:6]2[CH:5]=[CH:4][N:3]=[C:2]([NH2:1])[C:7]=2[N:8]=[C:9]1[S:25][C:26]1[C:34]([I:35])=[CH:33][C:29]2[O:30][CH2:31][O:32][C:28]=2[CH:27]=1.